From a dataset of Full USPTO retrosynthesis dataset with 1.9M reactions from patents (1976-2016). Predict the reactants needed to synthesize the given product. (1) Given the product [CH3:1][C:2]1[CH:3]=[CH:4][C:5]([S:8]([O:11][CH2:12][C@H:13]2[CH2:17][C@@H:16]([O:18][Si:19]([C:22]([CH3:23])([CH3:24])[CH3:25])([CH3:21])[CH3:20])[C@H:15](/[CH:26]=[CH:27]/[C@@H:28]([O:34][Si:35]([C:38]([CH3:39])([CH3:40])[CH3:41])([CH3:36])[CH3:37])[CH2:29][CH2:30][CH2:31][CH2:32][CH3:33])[C@H:14]2[CH2:42][C:43]2[CH:48]=[CH:47][CH:46]=[C:45]([OH:49])[CH:44]=2)(=[O:10])=[O:9])=[CH:6][CH:7]=1, predict the reactants needed to synthesize it. The reactants are: [CH3:1][C:2]1[CH:7]=[CH:6][C:5]([S:8]([O:11][CH2:12][C@H:13]2[CH2:17][C@@H:16]([O:18][Si:19]([C:22]([CH3:25])([CH3:24])[CH3:23])([CH3:21])[CH3:20])[C@H:15](/[CH:26]=[CH:27]/[C@@H:28]([O:34][Si:35]([C:38]([CH3:41])([CH3:40])[CH3:39])([CH3:37])[CH3:36])[CH2:29][CH2:30][CH2:31][CH2:32][CH3:33])[C@H:14]2[CH2:42][C:43]2[CH:48]=[CH:47][CH:46]=[C:45]([O:49]CC3C=CC=CC=3)[CH:44]=2)(=[O:10])=[O:9])=[CH:4][CH:3]=1.[OH-].[K+]. (2) The reactants are: O[CH2:2][C:3]1[CH:12]=[N:11][C:10]2[N:9]3[CH2:13][CH2:14][CH2:15][CH2:16][C@H:8]3[C:7](=[O:17])[NH:6][C:5]=2[CH:4]=1.[I-].C(C[P+](C)(C)C)#N.Cl.[F:27][C:28]1[CH:29]=[C:30]([CH:35]=[CH:36][C:37]=1[N:38]1[CH2:43][CH2:42][NH:41][CH2:40][CH2:39]1)[C:31]([NH:33][CH3:34])=[O:32].CCN(C(C)C)C(C)C. Given the product [F:27][C:28]1[CH:29]=[C:30]([CH:35]=[CH:36][C:37]=1[N:38]1[CH2:39][CH2:40][N:41]([CH2:2][C:3]2[CH:12]=[N:11][C:10]3[N:9]4[CH2:13][CH2:14][CH2:15][CH2:16][C@H:8]4[C:7](=[O:17])[NH:6][C:5]=3[CH:4]=2)[CH2:42][CH2:43]1)[C:31]([NH:33][CH3:34])=[O:32], predict the reactants needed to synthesize it. (3) Given the product [Br:1][C:2]1[CH:7]=[CH:6][C:5]([N:8]2[C:12]([CH3:13])=[C:11]([C:14]([C:16]3[CH:21]=[CH:20][C:19]([F:22])=[CH:18][CH:17]=3)([OH:15])[CH3:25])[C:10]([CH3:23])=[N:9]2)=[CH:4][C:3]=1[Cl:24], predict the reactants needed to synthesize it. The reactants are: [Br:1][C:2]1[CH:7]=[CH:6][C:5]([N:8]2[C:12]([CH3:13])=[C:11]([C:14]([C:16]3[CH:21]=[CH:20][C:19]([F:22])=[CH:18][CH:17]=3)=[O:15])[C:10]([CH3:23])=[N:9]2)=[CH:4][C:3]=1[Cl:24].[CH3:25][Mg]Br.